This data is from Catalyst prediction with 721,799 reactions and 888 catalyst types from USPTO. The task is: Predict which catalyst facilitates the given reaction. (1) Reactant: [H-].[Na+].[C:3](=[O:17])([S:5][CH2:6][CH2:7][CH2:8][NH:9][C:10]([O:12][C:13]([CH3:16])([CH3:15])[CH3:14])=[O:11])[CH3:4].[CH3:18]I. Product: [C:3](=[O:17])([S:5][CH2:6][CH2:7][CH2:8][N:9]([C:10]([O:12][C:13]([CH3:16])([CH3:15])[CH3:14])=[O:11])[CH3:18])[CH3:4]. The catalyst class is: 1. (2) Reactant: [CH3:1][C@H:2]1[CH2:7][O:6][CH2:5][CH2:4][N:3]1[C:8]1[N:9]=[C:10]([N:30]2[CH2:35][CH2:34][O:33][CH2:32][C@@H:31]2[CH3:36])[C:11]2[CH:17]=[CH:16][C:15]([C:18]3[CH:19]=[CH:20][C:21]([O:26][CH:27]([CH3:29])[CH3:28])=[C:22]([CH:25]=3)[C:23]#[N:24])=[N:14][C:12]=2[N:13]=1.[OH:37]S(O)(=O)=O.[OH-].[Na+]. Product: [CH3:1][C@H:2]1[CH2:7][O:6][CH2:5][CH2:4][N:3]1[C:8]1[N:9]=[C:10]([N:30]2[CH2:35][CH2:34][O:33][CH2:32][C@@H:31]2[CH3:36])[C:11]2[CH:17]=[CH:16][C:15]([C:18]3[CH:19]=[CH:20][C:21]([O:26][CH:27]([CH3:28])[CH3:29])=[C:22]([CH:25]=3)[C:23]([NH2:24])=[O:37])=[N:14][C:12]=2[N:13]=1. The catalyst class is: 6.